The task is: Regression. Given a peptide amino acid sequence and an MHC pseudo amino acid sequence, predict their binding affinity value. This is MHC class I binding data.. This data is from Peptide-MHC class I binding affinity with 185,985 pairs from IEDB/IMGT. (1) The peptide sequence is TLAILTALR. The MHC is HLA-A11:01 with pseudo-sequence HLA-A11:01. The binding affinity (normalized) is 0.223. (2) The peptide sequence is AASGFTFSSY. The MHC is HLA-A29:02 with pseudo-sequence HLA-A29:02. The binding affinity (normalized) is 0.450. (3) The peptide sequence is CVDIFTEGKI. The MHC is HLA-A02:01 with pseudo-sequence HLA-A02:01. The binding affinity (normalized) is 0.0135. (4) The peptide sequence is LSSIKSKSRR. The MHC is HLA-A68:01 with pseudo-sequence HLA-A68:01. The binding affinity (normalized) is 0.529. (5) The peptide sequence is LSIRGNSNY. The MHC is HLA-A32:01 with pseudo-sequence HLA-A32:01. The binding affinity (normalized) is 0.